From a dataset of Reaction yield outcomes from USPTO patents with 853,638 reactions. Predict the reaction yield, written as a fraction of the theoretical maximum amount of product (1.0 means a 100% yield; for example, 0.34 means a 34% yield). (1) The reactants are [CH3:1][CH2:2][C@@:3]1([OH:27])[C:8](=[O:9])[O:7][CH2:6][C:5]2[C:10]([N:12]3[C:16](=[CH:17][C:4]1=2)[C:15]1[NH:18][C:19]2[C:25](=[CH:26][C:14]=1[CH2:13]3)[C:23](=O)[CH:22]=[CH:21][CH:20]=2)=[O:11].C(N(CC)CC)C.C1C=CC(N(S(C(F)(F)F)(=O)=O)S(C(F)(F)F)(=O)=O)=CC=1.C(O)=O. The catalyst is CN(C)C=O.Cl[Pd](Cl)([P](C1C=CC=CC=1)(C1C=CC=CC=1)C1C=CC=CC=1)[P](C1C=CC=CC=1)(C1C=CC=CC=1)C1C=CC=CC=1.CO.C(Cl)(Cl)Cl. The product is [CH3:1][CH2:2][C@@:3]1([OH:27])[C:8](=[O:9])[O:7][CH2:6][C:5]2[C:10]([N:12]3[C:16](=[CH:17][C:4]1=2)[C:15]1[N:18]=[C:19]2[C:25]([CH:23]=[CH:22][CH:21]=[CH:20]2)=[CH:26][C:14]=1[CH2:13]3)=[O:11]. The yield is 0.730. (2) The reactants are [CH3:1][C:2]1[CH:7]=[C:6]([OH:8])[CH:5]=[C:4]2[CH2:9][CH2:10][C@:11]([CH2:14][CH2:15][CH2:16][C@@H:17]([CH2:19][CH2:20][CH2:21][C@@H:22]([CH2:24][CH2:25][CH2:26][CH:27]([CH3:29])[CH3:28])[CH3:23])[CH3:18])([CH3:13])[O:12][C:3]=12.[CH2:30]1[CH2:34][C:33]2([CH2:41][C:39](=[O:40])[O:38][C:36](=[O:37])[CH2:35]2)[CH2:32][CH2:31]1.C(=O)([O-])[O-:43].[Cs+].[Cs+].CN(C)C=O. The catalyst is C(OCC)(=O)C. The product is [CH3:1][C:2]1[CH:7]=[C:6]([OH:8])[CH:5]=[C:4]2[CH2:9][CH2:10][C@:11]([CH2:14][CH2:15][CH2:16][C@@H:17]([CH2:19][CH2:20][CH2:21][C@@H:22]([CH2:24][CH2:25][CH2:26][CH:27]([CH3:29])[CH3:28])[CH3:23])[CH3:18])([CH3:13])[O:12][C:3]=12.[CH2:30]1[CH2:34][C:33]([CH2:41][C:39]([OH:38])=[O:40])([CH2:35][C:36]([OH:43])=[O:37])[CH2:32][CH2:31]1. The yield is 0.674. (3) The reactants are [F:1][C:2]([F:36])([F:35])[C:3]1[CH:4]=[C:5]([CH:28]=[C:29]([C:31]([F:34])([F:33])[F:32])[CH:30]=1)[CH2:6][N:7]1[CH2:14][CH2:13][CH2:12][O:11][C:10]2[N:15]=[C:16](Cl)[CH:17]=[C:18]([C:19]3[CH:24]=[CH:23][CH:22]=[CH:21][C:20]=3[CH3:25])[C:9]=2[C:8]1=[O:27].[O:37]=[C:38]1[CH2:42][CH2:41][CH2:40][N:39]1[CH:43]1[CH2:48][CH2:47][NH:46][CH2:45][CH2:44]1. No catalyst specified. The product is [F:1][C:2]([F:36])([F:35])[C:3]1[CH:4]=[C:5]([CH:28]=[C:29]([C:31]([F:34])([F:33])[F:32])[CH:30]=1)[CH2:6][N:7]1[CH2:14][CH2:13][CH2:12][O:11][C:10]2[N:15]=[C:16]([N:46]3[CH2:45][CH2:44][CH:43]([N:39]4[CH2:40][CH2:41][CH2:42][C:38]4=[O:37])[CH2:48][CH2:47]3)[CH:17]=[C:18]([C:19]3[CH:24]=[CH:23][CH:22]=[CH:21][C:20]=3[CH3:25])[C:9]=2[C:8]1=[O:27]. The yield is 0.390. (4) The reactants are CCN(C(C)C)C(C)C.[CH3:10][N:11]1[CH:15]=[C:14]([C:16]2[CH:24]=[CH:23][C:19]([C:20]([OH:22])=O)=[CH:18][CH:17]=2)[CH:13]=[N:12]1.C1C=CC2N(O)N=NC=2C=1.CCN=C=NCCCN(C)C.FC(F)(F)C(O)=O.[NH2:53][CH2:54][C:55]([N:57]1[CH2:62][CH2:61][N:60]([C:63](=[O:74])[C:64]2[CH:69]=[CH:68][CH:67]=[CH:66][C:65]=2[C:70]([F:73])([F:72])[F:71])[CH2:59][CH2:58]1)=[O:56]. The catalyst is CN(C=O)C.O. The product is [CH3:10][N:11]1[CH:15]=[C:14]([C:16]2[CH:17]=[CH:18][C:19]([C:20]([NH:53][CH2:54][C:55](=[O:56])[N:57]3[CH2:58][CH2:59][N:60]([C:63](=[O:74])[C:64]4[CH:69]=[CH:68][CH:67]=[CH:66][C:65]=4[C:70]([F:71])([F:73])[F:72])[CH2:61][CH2:62]3)=[O:22])=[CH:23][CH:24]=2)[CH:13]=[N:12]1. The yield is 0.505. (5) The reactants are [F:1][C:2]([F:23])([F:22])[C:3]1[CH:4]=[C:5]([C:9]2[N:18]=[C:17]([C:19]([OH:21])=O)[C:16]3[C:11](=[CH:12][CH:13]=[CH:14][CH:15]=3)[N:10]=2)[CH:6]=[CH:7][CH:8]=1.Cl.[OH:25][C:26]1[C:35]([CH3:36])=[CH:34][CH:33]=[C:32]2[C:27]=1[CH2:28][CH2:29][NH:30][CH2:31]2. No catalyst specified. The product is [F:1][C:2]([F:23])([F:22])[C:3]1[CH:4]=[C:5]([C:9]2[N:18]=[C:17]([C:19]([N:30]3[CH2:29][CH2:28][C:27]4[C:32](=[CH:33][CH:34]=[C:35]([CH3:36])[C:26]=4[OH:25])[CH2:31]3)=[O:21])[C:16]3[C:11](=[CH:12][CH:13]=[CH:14][CH:15]=3)[N:10]=2)[CH:6]=[CH:7][CH:8]=1. The yield is 0.140. (6) The reactants are [C:1]([O:5][C:6]([NH:8][C:9]1[CH:14]=[CH:13][C:12](B(O)O)=[CH:11][CH:10]=1)=[O:7])([CH3:4])([CH3:3])[CH3:2].[Br:18][C:19]1[CH:24]=[CH:23][C:22](Br)=[CH:21][CH:20]=1.C(=O)([O-])[O-].[K+].[K+]. The catalyst is COCCOC.C(OCC)(=O)C. The product is [C:1]([O:5][C:6](=[O:7])[NH:8][C:9]1[CH:14]=[CH:13][C:12]([C:22]2[CH:23]=[CH:24][C:19]([Br:18])=[CH:20][CH:21]=2)=[CH:11][CH:10]=1)([CH3:4])([CH3:3])[CH3:2]. The yield is 0.590. (7) The product is [CH:1]1([S:4]([N:7]2[CH2:8][CH:9]([O:11][Si:20]([CH2:25][CH3:26])([CH2:23][CH3:24])[CH2:21][CH3:22])[CH2:10]2)(=[O:5])=[O:6])[CH2:3][CH2:2]1. The catalyst is O1CCCC1.CN(C)C1C=CN=CC=1. The reactants are [CH:1]1([S:4]([N:7]2[CH2:10][CH:9]([OH:11])[CH2:8]2)(=[O:6])=[O:5])[CH2:3][CH2:2]1.C(N(CC)CC)C.Cl[Si:20]([CH2:25][CH3:26])([CH2:23][CH3:24])[CH2:21][CH3:22].C(=O)(O)[O-].[Na+]. The yield is 0.580. (8) The reactants are [Br:1][CH2:2][CH:3]([OH:27])[CH2:4][O:5][C:6]1[C:14]([Br:15])=[C:13]2[C:9]([CH:10]=[N:11][N:12]2[CH2:16][C@@H:17]([O:19][Si:20]([C:23]([CH3:26])([CH3:25])[CH3:24])([CH3:22])[CH3:21])[CH3:18])=[CH:8][CH:7]=1.[CH:28]([O:30][CH2:31][CH3:32])=[CH2:29]. The catalyst is ClCCl.C1(C)C=CC(S(O)(=O)=O)=CC=1. The product is [Br:15][C:14]1[C:6]([O:5][CH2:4][CH:3]([O:27][CH:28]([O:30][CH2:31][CH3:32])[CH3:29])[CH2:2][Br:1])=[CH:7][CH:8]=[C:9]2[C:13]=1[N:12]([CH2:16][C@@H:17]([O:19][Si:20]([C:23]([CH3:26])([CH3:25])[CH3:24])([CH3:21])[CH3:22])[CH3:18])[N:11]=[CH:10]2. The yield is 0.810.